Dataset: Reaction yield outcomes from USPTO patents with 853,638 reactions. Task: Predict the reaction yield, written as a fraction of the theoretical maximum amount of product (1.0 means a 100% yield; for example, 0.34 means a 34% yield). The yield is 0.920. The reactants are [CH3:1][C:2]1[CH:7]=[CH:6][C:5]([C:8]2[CH:13]=[C:12]([N+:14]([O-:16])=[O:15])[CH:11]=[C:10]([C:17]([OH:19])=[O:18])[CH:9]=2)=[CH:4][CH:3]=1.O=S(Cl)Cl.[CH3:24]O. The product is [CH3:24][O:18][C:17]([C:10]1[CH:9]=[C:8]([C:5]2[CH:6]=[CH:7][C:2]([CH3:1])=[CH:3][CH:4]=2)[CH:13]=[C:12]([N+:14]([O-:16])=[O:15])[CH:11]=1)=[O:19]. No catalyst specified.